From a dataset of Full USPTO retrosynthesis dataset with 1.9M reactions from patents (1976-2016). Predict the reactants needed to synthesize the given product. (1) Given the product [F:6][C:7]1[C:24]([F:25])=[CH:23][C:22]([I:26])=[CH:21][C:8]=1[C:9]([C:11](=[CH:17][NH:4][N:3]([CH:1]=[O:2])[CH3:5])[C:12]([O:14][CH2:15][CH3:16])=[O:13])=[O:10], predict the reactants needed to synthesize it. The reactants are: [CH:1]([N:3]([CH3:5])[NH2:4])=[O:2].[F:6][C:7]1[C:24]([F:25])=[CH:23][C:22]([I:26])=[CH:21][C:8]=1[C:9]([C:11](=[CH:17]OCC)[C:12]([O:14][CH2:15][CH3:16])=[O:13])=[O:10].C([O-])([O-])=O.[Na+].[Na+]. (2) Given the product [Br:8][C:9]1[CH:10]=[CH:11][C:12]([O:5][CH2:4][CH:2]2[CH2:3][CH2:1]2)=[N:13][CH:14]=1, predict the reactants needed to synthesize it. The reactants are: [CH2:1]1[CH2:3][CH:2]1[CH2:4][OH:5].[H-].[Na+].[Br:8][C:9]1[CH:10]=[CH:11][C:12](F)=[N:13][CH:14]=1. (3) Given the product [CH3:25][CH:13]1[C:12]([C:54]([O:4][CH3:3])=[O:55])=[CH:17][CH2:16][N:15]([C:18]2[C:23]([CH3:24])=[CH:22][CH:21]=[CH:20][N:19]=2)[CH2:14]1, predict the reactants needed to synthesize it. The reactants are: CN(C)[CH:3]=[O:4].FC(F)(F)S(O[C:12]1[CH:13]([CH3:25])[CH2:14][N:15]([C:18]2[C:23]([CH3:24])=[CH:22][CH:21]=[CH:20][N:19]=2)[CH2:16][CH:17]=1)(=O)=O.C1(P(C2C=CC=CC=2)C2C=CC=CC=2)C=CC=CC=1.C(N(CC)CC)C.[CH3:54][OH:55]. (4) The reactants are: Br[CH2:2][CH:3]1[O:8][C:7]2[CH:9]=[CH:10][CH:11]=[CH:12][C:6]=2[O:5][CH2:4]1.Cl.[CH3:14][O:15][C:16]1[CH:17]=[C:18]([CH:22]2[CH2:27][CH2:26][CH2:25][NH:24][CH2:23]2)[CH:19]=[CH:20][CH:21]=1.C(N(CC)CC)C. Given the product [O:8]1[C:7]2[CH:9]=[CH:10][CH:11]=[CH:12][C:6]=2[O:5][CH2:4][CH:3]1[CH2:2][N:24]1[CH2:25][CH2:26][CH2:27][CH:22]([C:18]2[CH:19]=[CH:20][CH:21]=[C:16]([O:15][CH3:14])[CH:17]=2)[CH2:23]1, predict the reactants needed to synthesize it. (5) The reactants are: [Cl:1][C:2]1[CH:3]=[C:4]([CH:15]=[C:16]([Cl:18])[CH:17]=1)[CH2:5][C:6]1[C:7]([CH2:13][CH3:14])=[N:8][NH:9][C:10]=1[CH2:11][CH3:12].Cl.Cl[CH2:21][CH2:22][CH2:23][NH2:24]. Given the product [Cl:1][C:2]1[CH:3]=[C:4]([CH:15]=[C:16]([Cl:18])[CH:17]=1)[CH2:5][C:6]1[C:10]([CH2:11][CH3:12])=[N:9][N:8]([CH2:21][CH2:22][CH2:23][NH2:24])[C:7]=1[CH2:13][CH3:14], predict the reactants needed to synthesize it. (6) The reactants are: [CH3:1][O:2][C:3]1[CH:4]=[C:5]([C:9](=[O:11])[CH3:10])[CH:6]=[CH:7][CH:8]=1.[C:12](=O)([O:15]C)[O:13][CH3:14].[H-].[Na+]. Given the product [CH3:1][O:2][C:3]1[CH:4]=[C:5]([C:9](=[O:11])[CH2:10][C:12]([O:13][CH3:14])=[O:15])[CH:6]=[CH:7][CH:8]=1, predict the reactants needed to synthesize it. (7) The reactants are: Br[C:2]1[C:10]2[C:5](=[CH:6][N:7]=[CH:8][CH:9]=2)[NH:4][N:3]=1.[N:11]12[CH2:19][CH2:18][CH:15]([CH2:16][CH2:17]1)[NH:14][CH2:13][CH2:12]2.C(N(CC)CC)C.CN(C)[CH:29]=[O:30]. Given the product [N:11]12[CH2:19][CH2:18][CH:15]([CH2:16][CH2:17]1)[N:14]([C:29]([C:2]1[C:10]3[C:5](=[CH:6][N:7]=[CH:8][CH:9]=3)[NH:4][N:3]=1)=[O:30])[CH2:13][CH2:12]2, predict the reactants needed to synthesize it. (8) Given the product [Cl:1][C:2]1[CH:3]=[C:4]([CH3:25])[C:5]([O:6][C:7]2[C:12]([CH3:13])=[C:11]([NH:15][CH:16]([CH2:19][CH3:20])[CH2:17][CH3:18])[CH:10]=[C:9]([CH3:21])[N:8]=2)=[C:22]([CH3:24])[CH:23]=1, predict the reactants needed to synthesize it. The reactants are: [Cl:1][C:2]1[CH:23]=[C:22]([CH3:24])[C:5]([O:6][C:7]2[C:12]([CH2:13]Cl)=[C:11]([NH:15][CH:16]([CH2:19][CH3:20])[CH2:17][CH3:18])[CH:10]=[C:9]([CH3:21])[N:8]=2)=[C:4]([CH3:25])[CH:3]=1. (9) Given the product [CH:4]1([C:5]([C:7]2[CH:12]=[CH:11][C:10]([C:13]([CH3:20])([CH3:19])[C:14]([O:16][CH2:17][CH3:18])=[O:15])=[CH:9][CH:8]=2)=[O:6])[CH2:2][CH2:3]1, predict the reactants needed to synthesize it. The reactants are: Cl[CH2:2][CH2:3][CH2:4][C:5]([C:7]1[CH:12]=[CH:11][C:10]([C:13]([CH3:20])([CH3:19])[C:14]([O:16][CH2:17][CH3:18])=[O:15])=[CH:9][CH:8]=1)=[O:6].ClCCCC(C1C=C(C(C)(C)C(OCC)=O)C=CC=1)=O.[OH-].[K+].C(O)(=O)C. (10) The reactants are: O=[C:2]1[CH2:11][CH2:10][CH:9]2[CH:4]([CH2:5][CH:6]([C:16]([O:18][CH2:19][CH3:20])=[O:17])[N:7]([C:12]([O:14][CH3:15])=[O:13])[CH2:8]2)[CH2:3]1.[NH2:21][C:22]1[CH:29]=[CH:28][CH:27]=[C:26](Cl)[C:23]=1[C:24]#[N:25].C(O)(=O)C.C(=O)(O)[O-].[Na+]. Given the product [C:24]([C:23]1[CH:26]=[CH:27][CH:28]=[CH:29][C:22]=1[NH:21][C@H:2]1[CH2:11][CH2:10][C@@H:9]2[C@@H:4]([CH2:5][C@@H:6]([C:16]([O:18][CH2:19][CH3:20])=[O:17])[N:7]([C:12]([O:14][CH3:15])=[O:13])[CH2:8]2)[CH2:3]1)#[N:25], predict the reactants needed to synthesize it.